Dataset: Catalyst prediction with 721,799 reactions and 888 catalyst types from USPTO. Task: Predict which catalyst facilitates the given reaction. Reactant: [F:1][C:2]1[CH:3]=[C:4]([N:16]2[CH2:20][C@H:19]([CH2:21][N:22]3[CH:26]=[CH:25][N:24]=[N:23]3)[O:18][C:17]2=[O:27])[CH:5]=[CH:6][C:7]=1[C:8]1[CH:9]=[N:10][C:11]([CH2:14][OH:15])=[CH:12][CH:13]=1.[N:28]1([C:34](Cl)=[O:35])[CH2:33][CH2:32][O:31][CH2:30][CH2:29]1. Product: [N:28]1([C:34]([O:15][CH2:14][C:11]2[CH:12]=[CH:13][C:8]([C:7]3[CH:6]=[CH:5][C:4]([N:16]4[CH2:20][C@H:19]([CH2:21][N:22]5[CH:26]=[CH:25][N:24]=[N:23]5)[O:18][C:17]4=[O:27])=[CH:3][C:2]=3[F:1])=[CH:9][N:10]=2)=[O:35])[CH2:33][CH2:32][O:31][CH2:30][CH2:29]1. The catalyst class is: 17.